From a dataset of Full USPTO retrosynthesis dataset with 1.9M reactions from patents (1976-2016). Predict the reactants needed to synthesize the given product. (1) Given the product [C:1]12([C:11]([O:13][CH:20]([Cl:23])[CH3:14])=[O:12])[CH2:10][CH:5]3[CH2:6][CH:7]([CH2:9][CH:3]([CH2:4]3)[CH2:2]1)[CH2:8]2, predict the reactants needed to synthesize it. The reactants are: [C:1]12([C:11]([OH:13])=[O:12])[CH2:10][CH:5]3[CH2:6][CH:7]([CH2:9][CH:3]([CH2:4]3)[CH2:2]1)[CH2:8]2.[C:14](=O)([O-])[O-].[Na+].[Na+].[CH:20]([Cl:23])(Cl)Cl. (2) Given the product [C:6]([O:10][C:11]([NH:12][C@H:13]1[CH2:14][CH2:15][C@H:16]([O:19][S:2]([CH3:1])(=[O:4])=[O:3])[CH2:17][CH2:18]1)=[O:20])([CH3:9])([CH3:7])[CH3:8], predict the reactants needed to synthesize it. The reactants are: [CH3:1][S:2](Cl)(=[O:4])=[O:3].[C:6]([O:10][C:11](=[O:20])[NH:12][C@H:13]1[CH2:18][CH2:17][C@H:16]([OH:19])[CH2:15][CH2:14]1)([CH3:9])([CH3:8])[CH3:7].C(N(CC)CC)C. (3) Given the product [C:22]([C:13]1[CH:12]=[C:11]([CH3:10])[C:16]2[NH:17][C:18](=[O:20])[O:19][C:15]=2[CH:14]=1)(=[O:23])[CH3:21], predict the reactants needed to synthesize it. The reactants are: [Cl-].[Al+3].[Cl-].[Cl-].CN(C=O)C.[CH3:10][C:11]1[C:16]2[NH:17][C:18](=[O:20])[O:19][C:15]=2[CH:14]=[CH:13][CH:12]=1.[CH3:21][C:22](OC(C)=O)=[O:23]. (4) Given the product [C:23]([O:22][C:20]([CH:12]([NH:11][CH2:10][C:9]([OH:27])=[O:8])[C:13]([O:15][C:16]([CH3:17])([CH3:18])[CH3:19])=[O:14])=[O:21])([CH3:24])([CH3:25])[CH3:26], predict the reactants needed to synthesize it. The reactants are: C([O:8][C:9](=[O:27])[CH2:10][NH:11][CH:12]([C:20]([O:22][C:23]([CH3:26])([CH3:25])[CH3:24])=[O:21])[C:13]([O:15][C:16]([CH3:19])([CH3:18])[CH3:17])=[O:14])C1C=CC=CC=1. (5) Given the product [C:10]([C:9]([C:4]1[CH:5]=[CH:6][C:7]([Cl:8])=[C:2]([Cl:1])[CH:3]=1)([CH2:43][CH2:44][CH:45]1[O:49][CH2:48][CH2:47][O:46]1)[C:13]([O:54][CH2:52][CH3:51])=[O:50])#[N:11], predict the reactants needed to synthesize it. The reactants are: [Cl:1][C:2]1[CH:3]=[C:4]([C:9]2(OCCN3CCC4(N(CC5C=CC=CC=5)C(=O)NC4)CC3)[CH2:13]C[N:11](C(OC(C)(C)C)=O)[CH2:10]2)[CH:5]=[CH:6][C:7]=1[Cl:8].Br[CH2:43][CH2:44][CH:45]1[O:49][CH2:48][CH2:47][O:46]1.[OH2:50].[CH3:51][C:52](C)([O-:54])C.[K+]. (6) Given the product [Br:1][C:2]1[CH:3]=[N:4][C:5]([C:22]2([OH:26])[CH2:25][CH2:24][CH2:23]2)=[N:6][CH:7]=1, predict the reactants needed to synthesize it. The reactants are: [Br:1][C:2]1[CH:3]=[N:4][C:5](I)=[N:6][CH:7]=1.C1(C)C=CC=C(C)C=1.C([Li])CCC.[C:22]1(=[O:26])[CH2:25][CH2:24][CH2:23]1. (7) Given the product [NH2:1][C:2]1[N:6]([C:7]2[CH:12]=[CH:11][C:10]([F:13])=[CH:9][CH:8]=2)[N:5]=[CH:4][C:3]=1[C:14]([C:16]1[CH:21]=[CH:20][CH:19]=[C:18]([O:22][CH2:25][CH2:24][OH:26])[CH:17]=1)=[O:15], predict the reactants needed to synthesize it. The reactants are: [NH2:1][C:2]1[N:6]([C:7]2[CH:12]=[CH:11][C:10]([F:13])=[CH:9][CH:8]=2)[N:5]=[CH:4][C:3]=1[C:14]([C:16]1[CH:21]=[CH:20][CH:19]=[C:18]([OH:22])[CH:17]=1)=[O:15].Br[CH:24]([OH:26])[CH3:25].C(=O)([O-])[O-].[K+].[K+]. (8) Given the product [Cl:1][C:2]1[C:3]([N:10]2[CH2:15][CH2:14][C@@H:13]([O:16][C:17]3[CH:18]=[CH:19][C:20]([NH:23][CH2:27][C@H:26]([O:28][CH2:29][CH2:30][CH2:31][O:32][CH3:33])[C@@H:25]([CH3:34])/[CH:24]=[CH:35]\[C:36]([O:38][CH2:39][CH3:40])=[O:37])=[CH:21][CH:22]=3)[C@H:12]([CH3:41])[CH2:11]2)=[CH:4][C:5]([O:8][CH3:9])=[N:6][CH:7]=1, predict the reactants needed to synthesize it. The reactants are: [Cl:1][C:2]1[C:3]([N:10]2[CH2:15][CH2:14][C@@H:13]([O:16][C:17]3[CH:22]=[CH:21][C:20]([N:23]4[CH2:27][C@H:26]([O:28][CH2:29][CH2:30][CH2:31][O:32][CH3:33])[C@@H:25]([CH3:34])[C@@H:24]4[CH2:35][C:36]([O:38][CH2:39][CH3:40])=[O:37])=[CH:19][CH:18]=3)[C@H:12]([CH3:41])[CH2:11]2)=[CH:4][C:5]([O:8][CH3:9])=[N:6][CH:7]=1.[BH-](OC(C)=O)(OC(C)=O)OC(C)=O.[Na+].OP([O-])([O-])=O.[K+].[K+].